From a dataset of Reaction yield outcomes from USPTO patents with 853,638 reactions. Predict the reaction yield, written as a fraction of the theoretical maximum amount of product (1.0 means a 100% yield; for example, 0.34 means a 34% yield). (1) The reactants are [F:1][CH:2]([F:13])[O:3][C:4]1[CH:11]=[CH:10][C:7]([CH:8]=[O:9])=[CH:6][C:5]=1[OH:12].C(=O)([O-])[O-].[K+].[K+].BrC[CH2:22][CH:23]1[CH2:25][CH2:24]1. The catalyst is CN(C)C=O. The product is [CH:23]1([CH2:22][O:12][C:5]2[CH:6]=[C:7]([CH:10]=[CH:11][C:4]=2[O:3][CH:2]([F:13])[F:1])[CH:8]=[O:9])[CH2:25][CH2:24]1. The yield is 1.00. (2) The reactants are [CH3:1][S:2]([NH2:5])(=[O:4])=[O:3].CC(C)([O-])C.[K+].[Cl:12][C:13]1[C:14]([O:30][C:31]2[CH:32]=[N:33][C:34]([O:38][C@H:39]([CH3:44])[C:40]([F:43])([F:42])[F:41])=[C:35]([Cl:37])[CH:36]=2)=[CH:15][C:16]([F:29])=[C:17]([CH:28]=1)[C:18](OC1C=CC(C)=CC=1)=[O:19]. The catalyst is C1COCC1. The product is [Cl:12][C:13]1[C:14]([O:30][C:31]2[CH:32]=[N:33][C:34]([O:38][C@H:39]([CH3:44])[C:40]([F:42])([F:43])[F:41])=[C:35]([Cl:37])[CH:36]=2)=[CH:15][C:16]([F:29])=[C:17]([CH:28]=1)[C:18]([NH:5][S:2]([CH3:1])(=[O:4])=[O:3])=[O:19]. The yield is 0.480.